Predict the product of the given reaction. From a dataset of Forward reaction prediction with 1.9M reactions from USPTO patents (1976-2016). (1) Given the reactants [Cl:1][C:2]1[CH:3]=[C:4]([N:11]([S:15]([C:18]2[CH:23]=[CH:22][C:21]([Cl:24])=[C:20]([C:25]([F:28])([F:27])[F:26])[CH:19]=2)(=[O:17])=[O:16])[CH2:12][O:13][CH3:14])[C:5]([C:8]([OH:10])=O)=[N:6][CH:7]=1.[O:29]1[C:34]2[CH:35]=[CH:36][CH:37]=[CH:38][C:33]=2[NH:32][CH2:31][CH2:30]1.CCN(C(C)C)C(C)C.CCCP1(OP(CCC)(=O)OP(CCC)(=O)O1)=O, predict the reaction product. The product is: [Cl:24][C:21]1[CH:22]=[CH:23][C:18]([S:15]([N:11]([C:4]2[C:5]([C:8]([N:32]3[C:33]4[CH:38]=[CH:37][CH:36]=[CH:35][C:34]=4[O:29][CH2:30][CH2:31]3)=[O:10])=[N:6][CH:7]=[C:2]([Cl:1])[CH:3]=2)[CH2:12][O:13][CH3:14])(=[O:17])=[O:16])=[CH:19][C:20]=1[C:25]([F:26])([F:27])[F:28]. (2) Given the reactants [CH2:1]([NH:5][CH3:6])[CH2:2][CH2:3][CH3:4].[CH2:7]=[C:8]1[O:12][C:10](=[O:11])[CH2:9]1, predict the reaction product. The product is: [CH2:1]([N:5]([CH3:6])[C:10](=[O:11])[CH2:9][C:8](=[O:12])[CH3:7])[CH2:2][CH2:3][CH3:4].